Dataset: Catalyst prediction with 721,799 reactions and 888 catalyst types from USPTO. Task: Predict which catalyst facilitates the given reaction. (1) Reactant: [Cl:1][C:2]1[C:3]([C:16]2[C:24]3[C:19](=[CH:20][CH:21]=[CH:22][CH:23]=3)[N:18]([S:25]([C:28]3[CH:33]=[CH:32][CH:31]=[CH:30][CH:29]=3)(=[O:27])=[O:26])[CH:17]=2)=[N:4][C:5]([NH:8][C@@H:9]2[CH2:14][CH2:13][CH2:12][C@H:11]([NH2:15])[CH2:10]2)=[N:6][CH:7]=1.Cl.[C:35]([O:39][C:40]([NH:42][C:43]1[CH:51]=[CH:50][C:46]([C:47](O)=[O:48])=[CH:45][CH:44]=1)=[O:41])([CH3:38])([CH3:37])[CH3:36].CN(C(ON1N=NC2C=CC=CC1=2)=[N+](C)C)C.F[P-](F)(F)(F)(F)F.CCN(CC)CC. Product: [Cl:1][C:2]1[C:3]([C:16]2[C:24]3[C:19](=[CH:20][CH:21]=[CH:22][CH:23]=3)[N:18]([S:25]([C:28]3[CH:33]=[CH:32][CH:31]=[CH:30][CH:29]=3)(=[O:27])=[O:26])[CH:17]=2)=[N:4][C:5]([NH:8][C@@H:9]2[CH2:14][CH2:13][CH2:12][C@H:11]([NH:15][C:47]([C:46]3[CH:45]=[CH:44][C:43]([NH:42][C:40](=[O:41])[O:39][C:35]([CH3:37])([CH3:36])[CH3:38])=[CH:51][CH:50]=3)=[O:48])[CH2:10]2)=[N:6][CH:7]=1. The catalyst class is: 31. (2) Reactant: [F:1][C:2]([F:23])([F:22])[C:3]1[CH:4]=[C:5]([S:9]([N:12]2[CH2:17][CH2:16][N:15]3[CH2:18][C@@H:19]([OH:21])[CH2:20][C@@H:14]3[CH2:13]2)(=[O:11])=[O:10])[CH:6]=[CH:7][CH:8]=1.[CH:24]1([C:27]2[N:28]=[CH:29][C:30](O)=[N:31][CH:32]=2)[CH2:26][CH2:25]1.C1(P(C2C=CC=CC=2)C2C=CC=CC=2)C=CC=CC=1.N(/C(OC(C)C)=O)=N\C(OC(C)C)=O. Product: [CH:24]1([C:27]2[N:28]=[CH:29][C:30]([O:21][C@H:19]3[CH2:18][N:15]4[CH2:16][CH2:17][N:12]([S:9]([C:5]5[CH:6]=[CH:7][CH:8]=[C:3]([C:2]([F:22])([F:1])[F:23])[CH:4]=5)(=[O:11])=[O:10])[CH2:13][C@H:14]4[CH2:20]3)=[N:31][CH:32]=2)[CH2:26][CH2:25]1. The catalyst class is: 7. (3) Reactant: [C:1]([O:5][C:6]([N:8]([CH2:11][C:12]1[N:13]([CH3:49])[C:14]2[CH:15]=[C:16]3[C@H:25]([OH:26])[C@H:24]([OH:27])[CH2:23][C:22]4[C:28]([OH:48])=[C:29]([C:44]([O:46]C)=[O:45])[C:30](=[O:43])[N:31](CC5C=CC(OC)=CC=5OC)[C:21]=4[C:17]3=[CH:18][C:19]=2[CH:20]=1)[CH2:9][CH3:10])=[O:7])([CH3:4])([CH3:3])[CH3:2].[Li+].[I-].Cl. Product: [C:1]([O:5][C:6]([N:8]([CH2:11][C:12]1[N:13]([CH3:49])[C:14]2[CH:15]=[C:16]3[C@H:25]([OH:26])[C@H:24]([OH:27])[CH2:23][C:22]4[C:28]([OH:48])=[C:29]([C:44]([OH:46])=[O:45])[C:30](=[O:43])[NH:31][C:21]=4[C:17]3=[CH:18][C:19]=2[CH:20]=1)[CH2:9][CH3:10])=[O:7])([CH3:4])([CH3:2])[CH3:3]. The catalyst class is: 25. (4) Reactant: [CH2:1]([O:3][C:4]([CH:6]1[CH2:11][CH2:10][NH:9][CH2:8][CH2:7]1)=[O:5])[CH3:2].[CH3:12][O:13][C:14]1[CH:19]=[CH:18][CH:17]=[CH:16][C:15]=1B(O)O.N1C=CC=CC=1. Product: [CH2:1]([O:3][C:4]([CH:6]1[CH2:11][CH2:10][N:9]([C:15]2[CH:16]=[CH:17][CH:18]=[CH:19][C:14]=2[O:13][CH3:12])[CH2:8][CH2:7]1)=[O:5])[CH3:2]. The catalyst class is: 221. (5) Reactant: N[C:2]1[CH:7]=[CH:6][CH:5]=[C:4]([NH2:8])[N:3]=1.F[P-](F)(F)(F)(F)F.N1(O[P+](N(C)C)(N(C)C)N(C)C)[C:20]2C=CC=C[C:19]=2N=N1.C(Cl)Cl.CCN(C(C)C)C(C)C. Product: [N:8]1[CH:19]=[CH:20][N:3]2[CH:2]=[CH:7][CH:6]=[CH:5][C:4]=12. The catalyst class is: 3. (6) Reactant: Cl.[S:2]([N:12]1[C:16]2=[N:17][CH:18]=[C:19]([CH2:21][NH2:22])[N:20]=[C:15]2[CH:14]=[CH:13]1)([C:5]1[CH:11]=[CH:10][C:8]([CH3:9])=[CH:7][CH:6]=1)(=[O:4])=[O:3].CC#N.C([O-])([O-])=O.[Na+].[Na+].[CH3:32][C:33]([O:36][C:37](O[C:37]([O:36][C:33]([CH3:35])([CH3:34])[CH3:32])=[O:38])=[O:38])([CH3:35])[CH3:34]. Product: [S:2]([N:12]1[C:16]2=[N:17][CH:18]=[C:19]([CH2:21][NH:22][C:37](=[O:38])[O:36][C:33]([CH3:35])([CH3:34])[CH3:32])[N:20]=[C:15]2[CH:14]=[CH:13]1)([C:5]1[CH:6]=[CH:7][C:8]([CH3:9])=[CH:10][CH:11]=1)(=[O:3])=[O:4]. The catalyst class is: 6. (7) Reactant: [Cl:1][C:2]1[CH:10]=[C:6]([C:7]([OH:9])=[O:8])[C:5]([NH:11]C(O)=O)=[CH:4][CH:3]=1.C(O)C1C=CC=CC=1.CN(C=O)C. Product: [NH2:11][C:5]1[CH:4]=[CH:3][C:2]([Cl:1])=[CH:10][C:6]=1[C:7]([OH:9])=[O:8]. The catalyst class is: 13.